Dataset: Clinical trial toxicity outcomes and FDA approval status for drugs. Task: Regression/Classification. Given a drug SMILES string, predict its toxicity properties. Task type varies by dataset: regression for continuous values (e.g., LD50, hERG inhibition percentage) or binary classification for toxic/non-toxic outcomes (e.g., AMES mutagenicity, cardiotoxicity, hepatotoxicity). Dataset: clintox. (1) The drug is N[C@@H]1CCCC[C@H]1[NH3+]. The result is 0 (passed clinical trial). (2) The molecule is C=CC[N+]1([C@H]2C[C@H]3[C@@H]4CC[C@H]5C[C@H](O)[C@@H]([NH+]6CCOCC6)C[C@]5(C)[C@H]4CC[C@]3(C)[C@H]2OC(C)=O)CCCC1. The result is 0 (passed clinical trial). (3) The molecule is C=C1[C@@H](n2cnc3c(=O)[nH]c(N)nc32)C[C@H](O)[C@H]1CO. The result is 0 (passed clinical trial). (4) The drug is O=C(CCOCCOCCOCCOCCC(=O)Nc1c(I)cc(I)c(C(=O)[O-])c1I)Nc1c(I)cc(I)c(C(=O)[O-])c1I. The result is 0 (passed clinical trial). (5) The molecule is CO/N=C(\C(=O)N[C@@H]1C(=O)N2C(C(=O)[O-])=C(CSc3nnnn3C)CS[C@H]12)c1csc(N)n1. The result is 0 (passed clinical trial).